This data is from Forward reaction prediction with 1.9M reactions from USPTO patents (1976-2016). The task is: Predict the product of the given reaction. Given the reactants [Cl:1][C:2]1[CH:27]=[CH:26][C:5]([CH2:6][N:7]2[C:15]3[C:10](=[CH:11][C:12]([CH:16]=[C:17]4[S:21][C:20](SCC)=[N:19][C:18]4=[O:25])=[CH:13][CH:14]=3)[CH:9]=[N:8]2)=[C:4]([C:28]([F:31])([F:30])[F:29])[CH:3]=1.[CH3:32][C@@H:33]1[CH2:38][NH:37][CH2:36][C@H:35]([CH3:39])[NH:34]1, predict the reaction product. The product is: [Cl:1][C:2]1[CH:27]=[CH:26][C:5]([CH2:6][N:7]2[C:15]3[C:10](=[CH:11][C:12]([CH:16]=[C:17]4[S:21][C:20]([N:37]5[CH2:36][C@H:35]([CH3:39])[NH:34][C@H:33]([CH3:32])[CH2:38]5)=[N:19][C:18]4=[O:25])=[CH:13][CH:14]=3)[CH:9]=[N:8]2)=[C:4]([C:28]([F:30])([F:31])[F:29])[CH:3]=1.